This data is from Reaction yield outcomes from USPTO patents with 853,638 reactions. The task is: Predict the reaction yield, written as a fraction of the theoretical maximum amount of product (1.0 means a 100% yield; for example, 0.34 means a 34% yield). (1) The reactants are Cl[C:2]1[CH:7]=[CH:6][N:5]=[C:4]2[CH:8]=[C:9]([C:11]3[N:12]=[CH:13][N:14]([CH2:16][O:17][CH2:18][CH2:19][Si:20]([CH3:23])([CH3:22])[CH3:21])[CH:15]=3)[S:10][C:3]=12.C(=O)([O-])[O-].[K+].[K+].[F:30][C:31]1[CH:36]=[C:35]([N+:37]([O-:39])=[O:38])[CH:34]=[CH:33][C:32]=1[OH:40]. The catalyst is C1(OC2C=CC=CC=2)C=CC=CC=1.C(Cl)Cl. The product is [F:30][C:31]1[CH:36]=[C:35]([N+:37]([O-:39])=[O:38])[CH:34]=[CH:33][C:32]=1[O:40][C:2]1[CH:7]=[CH:6][N:5]=[C:4]2[CH:8]=[C:9]([C:11]3[N:12]=[CH:13][N:14]([CH2:16][O:17][CH2:18][CH2:19][Si:20]([CH3:23])([CH3:22])[CH3:21])[CH:15]=3)[S:10][C:3]=12. The yield is 0.610. (2) The reactants are [CH3:1][O:2][C:3]1[CH:4]=[C:5]([C@@H:9]([NH2:11])[CH3:10])[CH:6]=[CH:7][CH:8]=1.[Cl:12][C:13]1[N:18]=[C:17](Cl)[C:16]([Cl:20])=[CH:15][N:14]=1.C(=O)([O-])[O-].[K+].[K+]. The catalyst is CN(C)C=O. The product is [Cl:12][C:13]1[N:18]=[C:17]([NH:11][C@H:9]([C:5]2[CH:6]=[CH:7][CH:8]=[C:3]([O:2][CH3:1])[CH:4]=2)[CH3:10])[C:16]([Cl:20])=[CH:15][N:14]=1. The yield is 0.960. (3) The reactants are [Cl:1][C:2]1[CH:7]=[CH:6][C:5](B(O)O)=[C:4]([F:11])[CH:3]=1.[NH2:12][C:13]1[CH:18]=[CH:17][C:16](Br)=[CH:15][N:14]=1.C1(C)C=CC=CC=1.C([O-])([O-])=O.[Na+].[Na+]. The catalyst is FC(F)(F)C([O-])=O.[Pd+2].FC(F)(F)C([O-])=O.C1(P(C2C=CC=CC=2)C2C=CC=CC=2)C=CC=CC=1.CCO. The product is [Cl:1][C:2]1[CH:7]=[CH:6][C:5]([C:16]2[CH:17]=[CH:18][C:13]([NH2:12])=[N:14][CH:15]=2)=[C:4]([F:11])[CH:3]=1. The yield is 0.710. (4) The reactants are C[O:2][CH:3](OC)[CH2:4][N:5]([CH2:11][CH:12]=[CH2:13])[C:6](=[O:10])[O:7][CH2:8][CH3:9]. The catalyst is C(O)=O. The product is [O:2]=[CH:3][CH2:4][N:5]([CH2:11][CH:12]=[CH2:13])[C:6](=[O:10])[O:7][CH2:8][CH3:9]. The yield is 0.500. (5) The reactants are [CH3:1][O:2][C:3]([C:5]1([C:8]2[CH:13]=[CH:12][C:11]([OH:14])=[CH:10][CH:9]=2)[CH2:7][CH2:6]1)=[O:4].[C:15]([O:19][C:20](=[O:23])[CH:21]=[CH2:22])([CH3:18])([CH3:17])[CH3:16]. No catalyst specified. The product is [CH3:1][O:2][C:3]([C:5]1([C:8]2[CH:9]=[CH:10][C:11]([O:14][CH2:22][CH2:21][C:20]([O:19][C:15]([CH3:18])([CH3:17])[CH3:16])=[O:23])=[CH:12][CH:13]=2)[CH2:6][CH2:7]1)=[O:4]. The yield is 0.540.